From a dataset of Reaction yield outcomes from USPTO patents with 853,638 reactions. Predict the reaction yield, written as a fraction of the theoretical maximum amount of product (1.0 means a 100% yield; for example, 0.34 means a 34% yield). (1) The reactants are [C:1]1([C:11]2[CH:12]([C:18]3[CH:23]=[CH:22][N:21]=[CH:20][CH:19]=3)[CH2:13][C:14](=[O:17])[NH:15][N:16]=2)[C:10]2[C:5](=[CH:6][CH:7]=[CH:8][CH:9]=2)[CH:4]=[CH:3][CH:2]=1.BrBr.[OH-].[Na+]. The catalyst is C(O)(=O)C. The product is [C:1]1([C:11]2[N:16]=[N:15][C:14]([OH:17])=[CH:13][C:12]=2[C:18]2[CH:19]=[CH:20][N:21]=[CH:22][CH:23]=2)[C:10]2[C:5](=[CH:6][CH:7]=[CH:8][CH:9]=2)[CH:4]=[CH:3][CH:2]=1. The yield is 0.510. (2) The reactants are [C:1]([NH:8][C@H:9]([C:17]([OH:19])=O)[CH2:10][C:11]1[CH:16]=[CH:15][CH:14]=[CH:13][CH:12]=1)([O:3][C:4]([CH3:7])([CH3:6])[CH3:5])=[O:2].C1CCC(N=C=NC2CCCCC2)CC1.[C:35](=[N:38]O)([NH2:37])[CH3:36].N1C=CC=CC=1. The catalyst is C(Cl)Cl.CCOC(C)=O. The product is [C:4]([O:3][C:1](=[O:2])[NH:8][C@@H:9]([C:17]1[O:19][N:38]=[C:35]([CH3:36])[N:37]=1)[CH2:10][C:11]1[CH:12]=[CH:13][CH:14]=[CH:15][CH:16]=1)([CH3:5])([CH3:6])[CH3:7]. The yield is 0.990. (3) The reactants are [CH2:1]1COC[CH2:2]1.C([Mg]Br)C.[C:10]1([CH2:16][N:17]2[CH2:21][CH2:20][CH2:19][C@H:18]2[C:22]([N:24]2[CH2:28][CH2:27][CH2:26][CH2:25]2)=O)[CH:15]=[CH:14][CH:13]=[CH:12][CH:11]=1. The catalyst is [NH4+].[Cl-].O.CC(C)[O-].[Ti+4].CC(C)[O-].CC(C)[O-].CC(C)[O-]. The product is [C:10]1([CH2:16][N:17]2[CH2:21][CH2:20][CH2:19][C@H:18]2[C:22]2([N:24]3[CH2:28][CH2:27][CH2:26][CH2:25]3)[CH2:2][CH2:1]2)[CH:15]=[CH:14][CH:13]=[CH:12][CH:11]=1. The yield is 0.570. (4) The reactants are [F:1][C:2]([F:27])([O:7][C:8]1[CH:13]=[CH:12][C:11]([N:14]2[CH:18]=[N:17][C:16]([C:19]3[CH:26]=[CH:25][C:22]([CH:23]=[O:24])=[CH:21][CH:20]=3)=[N:15]2)=[CH:10][CH:9]=1)[C:3]([F:6])([F:5])[F:4].[BH4-].[Na+].Cl.C(=O)(O)[O-].[Na+]. The product is [F:27][C:2]([F:1])([O:7][C:8]1[CH:13]=[CH:12][C:11]([N:14]2[CH:18]=[N:17][C:16]([C:19]3[CH:26]=[CH:25][C:22]([CH2:23][OH:24])=[CH:21][CH:20]=3)=[N:15]2)=[CH:10][CH:9]=1)[C:3]([F:6])([F:5])[F:4]. The yield is 1.00. The catalyst is CO.C(OCC)(=O)C. (5) The reactants are [Cr](Cl)([O-])(=O)=O.[NH+]1C=CC=CC=1.[Cl:12][C:13]1[CH:14]=[CH:15][C:16]([CH2:26][OH:27])=[C:17]([NH:19][C:20](=[O:25])[C:21]([CH3:24])([CH3:23])[CH3:22])[CH:18]=1. The catalyst is C(Cl)Cl. The product is [Cl:12][C:13]1[CH:14]=[CH:15][C:16]([CH:26]=[O:27])=[C:17]([NH:19][C:20](=[O:25])[C:21]([CH3:22])([CH3:23])[CH3:24])[CH:18]=1. The yield is 0.700. (6) The reactants are [I:1][C:2]1[CH:11]=[N:10][C:5]2[NH:6][CH2:7][CH2:8][NH:9][C:4]=2[CH:3]=1.[F:12][C:13]1[CH:21]=[CH:20][C:19]([F:22])=[CH:18][C:14]=1[C:15](Cl)=[O:16]. No catalyst specified. The product is [F:12][C:13]1[CH:21]=[CH:20][C:19]([F:22])=[CH:18][C:14]=1[C:15]([N:9]1[CH2:8][CH2:7][NH:6][C:5]2[N:10]=[CH:11][C:2]([I:1])=[CH:3][C:4]1=2)=[O:16]. The yield is 0.470.